From a dataset of Full USPTO retrosynthesis dataset with 1.9M reactions from patents (1976-2016). Predict the reactants needed to synthesize the given product. (1) Given the product [F:19][C:20]1[CH:25]=[CH:24][C:23]([F:26])=[CH:22][C:21]=1[CH:27]1[CH2:36][CH:35]([OH:37])[C:34]2[C:29](=[CH:30][CH:31]=[C:32]([OH:38])[CH:33]=2)[O:28]1, predict the reactants needed to synthesize it. The reactants are: C1(C2CC(O)C3C(=CC=C(O)C=3)O2)C=CC=CC=1.[F:19][C:20]1[CH:25]=[CH:24][C:23]([F:26])=[CH:22][C:21]=1[CH:27]1[CH2:36][C:35](=[O:37])[C:34]2[C:29](=[CH:30][CH:31]=[C:32]([OH:38])[CH:33]=2)[O:28]1. (2) Given the product [C:1]([C:3]1[CH:10]=[CH:9][C:6]([CH2:7][NH:19][C@@H:17]([C:11]2[CH:16]=[CH:15][CH:14]=[CH:13][CH:12]=2)[CH3:18])=[CH:5][CH:4]=1)#[CH:2], predict the reactants needed to synthesize it. The reactants are: [C:1]([C:3]1[CH:10]=[CH:9][C:6]([CH:7]=O)=[CH:5][CH:4]=1)#[CH:2].[C:11]1([C@H:17]([NH2:19])[CH3:18])[CH:16]=[CH:15][CH:14]=[CH:13][CH:12]=1. (3) Given the product [Br:22][C:20]1[CH:21]=[C:16]([NH:13][C:9]2[CH:8]=[C:7]([CH2:6][N:4]3[CH2:5][C:2]([F:1])([F:14])[CH2:3]3)[N:11]([CH3:12])[N:10]=2)[C:17](=[O:24])[N:18]([CH3:23])[CH:19]=1, predict the reactants needed to synthesize it. The reactants are: [F:1][C:2]1([F:14])[CH2:5][N:4]([CH2:6][C:7]2[N:11]([CH3:12])[N:10]=[C:9]([NH2:13])[CH:8]=2)[CH2:3]1.Br[C:16]1[C:17](=[O:24])[N:18]([CH3:23])[CH:19]=[C:20]([Br:22])[CH:21]=1.C(=O)([O-])[O-].[Cs+].[Cs+].CC1(C)C2C(=C(P(C3C=CC=CC=3)C3C=CC=CC=3)C=CC=2)OC2C(P(C3C=CC=CC=3)C3C=CC=CC=3)=CC=CC1=2. (4) Given the product [F:1][C:2]1[CH:3]=[C:4]([C:8]2[N:13]=[C:12]([NH:14][C:22]3[CH:23]=[N:24][CH:25]=[CH:26][CH:27]=3)[CH:11]=[N:10][C:9]=2[C:15]2[CH:20]=[CH:19][N:18]=[CH:17][CH:16]=2)[CH:5]=[CH:6][CH:7]=1, predict the reactants needed to synthesize it. The reactants are: [F:1][C:2]1[CH:3]=[C:4]([C:8]2[N:13]=[C:12]([NH2:14])[CH:11]=[N:10][C:9]=2[C:15]2[CH:20]=[CH:19][N:18]=[CH:17][CH:16]=2)[CH:5]=[CH:6][CH:7]=1.Br[C:22]1[CH:23]=[N:24][CH:25]=[CH:26][CH:27]=1.CC1(C)C2C=CC=C(P(C3C=CC=CC=3)C3C=CC=CC=3)C=2OC2C1=CC=CC=2P(C1C=CC=CC=1)C1C=CC=CC=1.C(=O)([O-])[O-].[Cs+].[Cs+]. (5) Given the product [NH2:8][C:16]1[N:17]=[CH:18][C:19]([C:38]2[C:39]([C:41]3[CH:46]=[CH:45][N:44]=[C:43]([NH:47][CH2:48][CH2:49][C:50]#[N:51])[N:42]=3)=[CH:40][N:36]([CH2:35][CH:34]([F:53])[F:33])[N:37]=2)=[N:20][C:21]=1[O:22][CH3:23], predict the reactants needed to synthesize it. The reactants are: C(OC([N:8]([C:16]1[C:21]([O:22][CH3:23])=[N:20][C:19](B2OC(C)(C)C(C)(C)O2)=[CH:18][N:17]=1)C(OC(C)(C)C)=O)=O)(C)(C)C.[F:33][CH:34]([F:53])[CH2:35][N:36]1[CH:40]=[C:39]([C:41]2[CH:46]=[CH:45][N:44]=[C:43]([NH:47][CH2:48][CH2:49][C:50]#[N:51])[N:42]=2)[C:38](I)=[N:37]1.[F-].[Cs+].[I-]. (6) Given the product [F:13][C:9]1[CH:8]=[C:7]2[C:12]([CH2:2][CH2:3][C:4](=[O:5])[NH:6]2)=[CH:11][CH:10]=1, predict the reactants needed to synthesize it. The reactants are: Cl[CH2:2][CH2:3][C:4]([NH:6][C:7]1[CH:12]=[CH:11][CH:10]=[C:9]([F:13])[CH:8]=1)=[O:5].[Al+3].[Cl-].[Cl-].[Cl-]. (7) Given the product [C:1]([C:5]1[CH:6]=[C:7]([N:15]2[C:19]([CH:20]([CH:23]3[CH2:24][CH2:25][CH2:26][CH2:27][CH2:28]3)[O:21][CH3:22])=[C:18]([CH3:29])[C:17]([C:30]([OH:32])=[O:31])=[CH:16]2)[CH:8]=[C:9]([C:11]2([CH3:14])[CH2:13][CH2:12]2)[CH:10]=1)([CH3:2])([CH3:3])[CH3:4], predict the reactants needed to synthesize it. The reactants are: [C:1]([C:5]1[CH:6]=[C:7]([N:15]2[C:19]([CH:20]([CH:23]3[CH2:28][CH2:27][CH2:26][CH2:25][CH2:24]3)[O:21][CH3:22])=[C:18]([CH3:29])[C:17]([C:30]([O:32]CC)=[O:31])=[CH:16]2)[CH:8]=[C:9]([C:11]2([CH3:14])[CH2:13][CH2:12]2)[CH:10]=1)([CH3:4])([CH3:3])[CH3:2].CC([O-])(C)C.[K+].Cl.